From a dataset of Forward reaction prediction with 1.9M reactions from USPTO patents (1976-2016). Predict the product of the given reaction. (1) Given the reactants [Cl:1][C:2]1[C:7]([O:8][CH3:9])=[CH:6][C:5]([O:10][CH3:11])=[C:4]([Cl:12])[C:3]=1[C:13]1[CH:33]=[N:32][C:16]2[N:17]=[C:18]([NH:21][C:22]3[C:27]([N+:28]([O-])=O)=[CH:26][CH:25]=[CH:24][C:23]=3[CH3:31])[N:19]=[CH:20][C:15]=2[CH:14]=1.[Cl-].[NH4+], predict the reaction product. The product is: [Cl:1][C:2]1[C:7]([O:8][CH3:9])=[CH:6][C:5]([O:10][CH3:11])=[C:4]([Cl:12])[C:3]=1[C:13]1[CH:33]=[N:32][C:16]2[N:17]=[C:18]([NH:21][C:22]3[C:27]([NH2:28])=[CH:26][CH:25]=[CH:24][C:23]=3[CH3:31])[N:19]=[CH:20][C:15]=2[CH:14]=1. (2) The product is: [C:32]1([CH3:42])[CH:33]=[CH:34][C:35]([S:38]([OH:41])(=[O:39])=[O:40])=[CH:36][CH:37]=1.[C:32]1([CH3:42])[CH:33]=[CH:34][C:35]([S:38]([OH:41])(=[O:39])=[O:40])=[CH:36][CH:37]=1.[CH3:29][N:25]1[CH2:26][CH2:27][CH2:28][C@@H:24]1[CH2:23][O:22][C:15]1[CH:16]=[CH:17][C:18]2[C:19]3[C:11](=[CH:10][C:9]([O:8][CH2:7][C@H:3]4[CH2:4][CH2:5][CH2:6][N:2]4[CH3:1])=[CH:21][CH:20]=3)[C:12](=[O:30])[C:13]=2[CH:14]=1. Given the reactants [CH3:1][N:2]1[CH2:6][CH2:5][CH2:4][C@@H:3]1[CH2:7][O:8][C:9]1[CH:21]=[CH:20][C:19]2[C:18]3[C:13](=[CH:14][C:15]([O:22][CH2:23][C@H:24]4[CH2:28][CH2:27][CH2:26][N:25]4[CH3:29])=[CH:16][CH:17]=3)[C:12](=[O:30])[C:11]=2[CH:10]=1.O.[C:32]1([CH3:42])[CH:37]=[CH:36][C:35]([S:38]([OH:41])(=[O:40])=[O:39])=[CH:34][CH:33]=1, predict the reaction product. (3) Given the reactants [NH2:1][CH2:2][CH2:3][CH2:4][CH2:5][CH2:6][CH2:7][OH:8].[F:9][C:10]([F:17])([F:16])[C:11](OCC)=[O:12].O, predict the reaction product. The product is: [F:9][C:10]([F:17])([F:16])[C:11]([NH:1][CH2:2][CH2:3][CH2:4][CH2:5][CH2:6][CH2:7][OH:8])=[O:12]. (4) Given the reactants [CH3:1][C:2]([CH3:23])([CH2:7][C:8]([NH:10][CH2:11][C:12]([C:14]1[CH:19]=[CH:18][C:17]([N+:20]([O-:22])=[O:21])=[CH:16][CH:15]=1)=[O:13])=[O:9])[C:3](OC)=O.Cl.NCC(C1C=CC([N+]([O-])=O)=CC=1)=O.[CH3:38][O:39][C:40](=[O:49])CC(C)(C)CC(O)=O, predict the reaction product. The product is: [CH3:23][C:2]([CH3:1])([CH2:7][C:8]([NH:10][CH2:11][C:12]([C:14]1[CH:15]=[CH:16][C:17]([N+:20]([O-:22])=[O:21])=[CH:18][CH:19]=1)=[O:13])=[O:9])[CH2:3][C:40]([O:39][CH3:38])=[O:49]. (5) Given the reactants [OH:1][CH2:2][CH2:3][C:4]1[C:5]([C:21]([F:24])([F:23])[F:22])=[N:6][N:7]([CH2:9][C:10]2[NH:11][C:12](=[O:20])[C:13]3[CH:18]=[C:17]([CH3:19])[S:16][C:14]=3[N:15]=2)[CH:8]=1.N1C=CC=CC=1.[S:31](Cl)([CH3:34])(=[O:33])=[O:32], predict the reaction product. The product is: [CH3:34][S:31]([O:1][CH2:2][CH2:3][C:4]1[C:5]([C:21]([F:23])([F:22])[F:24])=[N:6][N:7]([CH2:9][C:10]2[NH:11][C:12](=[O:20])[C:13]3[CH:18]=[C:17]([CH3:19])[S:16][C:14]=3[N:15]=2)[CH:8]=1)(=[O:33])=[O:32]. (6) Given the reactants [Cl:1][C:2]1[N:7]=[CH:6][C:5]([C:8]#[N:9])=[C:4](I)[CH:3]=1.[CH3:11][C:12]1[CH:17]=[C:16]([CH3:18])[N:15]=[C:14]([NH2:19])[CH:13]=1.CC1(C)C2C(=C(P(C3C=CC=CC=3)C3C=CC=CC=3)C=CC=2)OC2C(P(C3C=CC=CC=3)C3C=CC=CC=3)=CC=CC1=2.C(=O)([O-])[O-].[Cs+].[Cs+], predict the reaction product. The product is: [Cl:1][C:2]1[N:7]=[CH:6][C:5]([C:8]#[N:9])=[C:4]([NH:19][C:14]2[CH:13]=[C:12]([CH3:11])[CH:17]=[C:16]([CH3:18])[N:15]=2)[CH:3]=1.